This data is from Forward reaction prediction with 1.9M reactions from USPTO patents (1976-2016). The task is: Predict the product of the given reaction. Given the reactants [CH3:1][C:2]1[CH:24]=[CH:23][C:5]2[N:6]=[C:7]([NH:9][C:10]3[N:14]([CH3:15])[C:13]4[CH:16]=[CH:17][C:18]([C:20](O)=[O:21])=[CH:19][C:12]=4[N:11]=3)[S:8][C:4]=2[CH:3]=1.[CH3:25][O:26][CH2:27][CH2:28][NH2:29].CN(C(ON1N=NC2C=CC=CC1=2)=[N+](C)C)C.F[P-](F)(F)(F)(F)F.CCN(C(C)C)C(C)C, predict the reaction product. The product is: [CH3:25][O:26][CH2:27][CH2:28][NH:29][C:20]([C:18]1[CH:17]=[CH:16][C:13]2[N:14]([CH3:15])[C:10]([NH:9][C:7]3[S:8][C:4]4[CH:3]=[C:2]([CH3:1])[CH:24]=[CH:23][C:5]=4[N:6]=3)=[N:11][C:12]=2[CH:19]=1)=[O:21].